Dataset: Catalyst prediction with 721,799 reactions and 888 catalyst types from USPTO. Task: Predict which catalyst facilitates the given reaction. (1) Reactant: [O:1]1[CH2:6][CH2:5][N:4]([C:7]2[CH:12]=[CH:11][C:10]([C:13]3[N:35]([S:36]([C:39]4[CH:44]=[CH:43][CH:42]=[CH:41][CH:40]=4)(=[O:38])=[O:37])[C:16]4=[N:17][CH:18]=[CH:19][C:20]([C:21]5[CH:22]=[CH:23][C:24]([O:29][C@@H:30]6[CH2:34][CH2:33][NH:32][CH2:31]6)=[C:25]([CH:28]=5)[C:26]#[N:27])=[C:15]4[CH:14]=3)=[CH:9][CH:8]=2)[CH2:3][CH2:2]1.[O:45]1[CH2:48][C:47](=O)[CH2:46]1.C(O[BH-](OC(=O)C)OC(=O)C)(=O)C.[Na+].C(O)(=O)C. Product: [O:1]1[CH2:6][CH2:5][N:4]([C:7]2[CH:8]=[CH:9][C:10]([C:13]3[N:35]([S:36]([C:39]4[CH:40]=[CH:41][CH:42]=[CH:43][CH:44]=4)(=[O:38])=[O:37])[C:16]4=[N:17][CH:18]=[CH:19][C:20]([C:21]5[CH:22]=[CH:23][C:24]([O:29][C@@H:30]6[CH2:34][CH2:33][N:32]([CH:47]7[CH2:48][O:45][CH2:46]7)[CH2:31]6)=[C:25]([CH:28]=5)[C:26]#[N:27])=[C:15]4[CH:14]=3)=[CH:11][CH:12]=2)[CH2:3][CH2:2]1. The catalyst class is: 168. (2) Reactant: C([O-])([O-])=O.[K+].[K+].[N+:7]([C:10]1[S:11][CH:12]=[CH:13][C:14]=1[CH:15]=O)([O-:9])=[O:8].C([N:20]1[CH2:25][C:24](=[O:26])[N:23]([C:27](=[O:29])[CH3:28])[C:22]([CH2:31][C:32]2[CH:37]=[CH:36][CH:35]=[CH:34][CH:33]=2)([CH3:30])[C:21]1=[O:38])(=O)C. Product: [C:27]([N:23]1[C:22]([CH2:31][C:32]2[CH:37]=[CH:36][CH:35]=[CH:34][CH:33]=2)([CH3:30])[C:21](=[O:38])[NH:20]/[C:25](=[CH:15]\[C:14]2[CH:13]=[CH:12][S:11][C:10]=2[N+:7]([O-:9])=[O:8])/[C:24]1=[O:26])(=[O:29])[CH3:28]. The catalyst class is: 3. (3) Reactant: [CH2:1]([N:3]([CH:29]1[CH2:34][CH2:33][O:32][CH2:31][CH2:30]1)[C:4]1[C:5]([CH3:28])=[C:6]([CH:11]=[C:12]([C:14]2[CH:15]=[N:16][C:17]([N:20]3[CH2:26][CH2:25][CH2:24][N:23]([CH3:27])[CH2:22][CH2:21]3)=[CH:18][CH:19]=2)[CH:13]=1)[C:7]([O:9]C)=[O:8])[CH3:2].[OH-].[Na+:36].Cl. Product: [Na+:36].[CH2:1]([N:3]([CH:29]1[CH2:34][CH2:33][O:32][CH2:31][CH2:30]1)[C:4]1[C:5]([CH3:28])=[C:6]([CH:11]=[C:12]([C:14]2[CH:15]=[N:16][C:17]([N:20]3[CH2:26][CH2:25][CH2:24][N:23]([CH3:27])[CH2:22][CH2:21]3)=[CH:18][CH:19]=2)[CH:13]=1)[C:7]([O-:9])=[O:8])[CH3:2]. The catalyst class is: 8. (4) Reactant: [CH3:1][O:2][C:3]1[N:8]=[C:7]([CH2:9]O)[CH:6]=[CH:5][CH:4]=1.CCN(CC)CC.CS([Cl:22])(=O)=O. Product: [Cl:22][CH2:9][C:7]1[CH:6]=[CH:5][CH:4]=[C:3]([O:2][CH3:1])[N:8]=1. The catalyst class is: 2. (5) Reactant: [F:1][C:2]1[CH:7]=[C:6]([C:8]2[N:13]=[CH:12][C:11]3[O:14][C:15]4[C:20]([C@@:21]5([CH2:25][O:24][C:23]([NH2:26])=[N:22]5)[C:10]=3[CH:9]=2)=[CH:19][C:18]([C:27]2[C:28]([O:33]C)=[N:29][CH:30]=[CH:31][CH:32]=2)=[CH:17][CH:16]=4)[CH:5]=[CH:4][N:3]=1.COC1C(B(O)O)=CC=CN=1.FC1C=C(B(O)O)C=CN=1.[I-].[Na+].Cl[Si](C)(C)C. Product: [NH2:26][C:23]1[O:24][CH2:25][C@:21]2([C:10]3[CH:9]=[C:8]([C:6]4[CH:5]=[CH:4][N:3]=[C:2]([F:1])[CH:7]=4)[N:13]=[CH:12][C:11]=3[O:14][C:15]3[C:20]2=[CH:19][C:18]([C:27]2[C:28]([OH:33])=[N:29][CH:30]=[CH:31][CH:32]=2)=[CH:17][CH:16]=3)[N:22]=1. The catalyst class is: 10. (6) Reactant: [N+]([C:4]1[C:9]([C:10]#[N:11])=[C:8]([I:12])[C:7]([O:13][CH3:14])=[C:6]([O:15][CH3:16])[CH:5]=1)([O-])=O.[F-:17].C([NH3+])(C)(C)C.O.C(Cl)Cl. Product: [F:17][C:4]1[C:9]([C:10]#[N:11])=[C:8]([I:12])[C:7]([O:13][CH3:14])=[C:6]([O:15][CH3:16])[CH:5]=1. The catalyst class is: 36.